This data is from Forward reaction prediction with 1.9M reactions from USPTO patents (1976-2016). The task is: Predict the product of the given reaction. Given the reactants [Si:1]([O:8][CH2:9][CH2:10][N:11]1[C:17]2[N:18]=[CH:19][CH:20]=[CH:21][C:16]=2[C:15]2[CH:22]=[CH:23][CH:24]=[CH:25][C:14]=2[C:13](=[N:26]O)[C:12]1=[O:28])([C:4]([CH3:7])([CH3:6])[CH3:5])([CH3:3])[CH3:2].[H][H], predict the reaction product. The product is: [NH2:26][CH:13]1[C:14]2[CH:25]=[CH:24][CH:23]=[CH:22][C:15]=2[C:16]2[CH:21]=[CH:20][CH:19]=[N:18][C:17]=2[N:11]([CH2:10][CH2:9][O:8][Si:1]([C:4]([CH3:6])([CH3:5])[CH3:7])([CH3:2])[CH3:3])[C:12]1=[O:28].